This data is from Forward reaction prediction with 1.9M reactions from USPTO patents (1976-2016). The task is: Predict the product of the given reaction. (1) Given the reactants C(=O)([O-])[O-].[K+].[K+].[CH2:7]([O:14][C:15]1[CH:20]=[CH:19][C:18]([C:21]#[C:22][Si](C)(C)C)=[CH:17][CH:16]=1)[C:8]1[CH:13]=[CH:12][CH:11]=[CH:10][CH:9]=1, predict the reaction product. The product is: [CH2:7]([O:14][C:15]1[CH:16]=[CH:17][C:18]([C:21]#[CH:22])=[CH:19][CH:20]=1)[C:8]1[CH:9]=[CH:10][CH:11]=[CH:12][CH:13]=1. (2) Given the reactants [CH3:1][C:2]1[C:3]([C:12]2[CH:16]=[C:15]([NH2:17])[NH:14][N:13]=2)=[N:4][C:5]2[C:10]([N:11]=1)=[CH:9][CH:8]=[CH:7][CH:6]=2.[C:18]([O:24][CH2:25][CH3:26])(=[O:23])[CH2:19][C:20](O)=[O:21].Cl.C(N=C=NCCCN(C)C)C, predict the reaction product. The product is: [CH3:1][C:2]1[C:3]([C:12]2[CH:16]=[C:15]([NH:17][C:20](=[O:21])[CH2:19][C:18]([O:24][CH2:25][CH3:26])=[O:23])[NH:14][N:13]=2)=[N:4][C:5]2[C:10]([N:11]=1)=[CH:9][CH:8]=[CH:7][CH:6]=2. (3) The product is: [BrH:25].[BrH:25].[BrH:25].[N:21]1[CH:22]=[CH:23][CH:24]=[C:19]([CH2:18][N:14]2[CH2:13][C@H:12]3[CH2:17][C@@H:15]2[CH2:16][NH:11]3)[CH:20]=1. Given the reactants CC1C=CC(S([N:11]2[CH2:16][C@H:15]3[CH2:17][C@@H:12]2[CH2:13][N:14]3[CH2:18][C:19]2[CH:20]=[N:21][CH:22]=[CH:23][CH:24]=2)(=O)=O)=CC=1.[BrH:25].C(O)(=O)C, predict the reaction product. (4) Given the reactants [C-:1]#[N:2].[K+].CS(O[CH2:9][CH2:10][CH:11]([C:22]1[C:30]2[C:25](=[C:26]([CH2:31][S:32][CH3:33])[CH:27]=[CH:28][CH:29]=2)[NH:24][CH:23]=1)[C:12]1[CH:17]=[CH:16][C:15]([C:18]([F:21])([F:20])[F:19])=[CH:14][CH:13]=1)(=O)=O, predict the reaction product. The product is: [CH3:33][S:32][CH2:31][C:26]1[CH:27]=[CH:28][CH:29]=[C:30]2[C:25]=1[NH:24][CH:23]=[C:22]2[CH:11]([C:12]1[CH:13]=[CH:14][C:15]([C:18]([F:20])([F:21])[F:19])=[CH:16][CH:17]=1)[CH2:10][CH2:9][C:1]#[N:2]. (5) Given the reactants [O:1]1[C:5]2[CH:6]=[CH:7][CH:8]=[C:9]([C@H:10]([NH:12][C@H:13]3[CH2:17][CH2:16][C@@H:15]([C:18]4[CH:23]=[CH:22][C:21]([CH2:24][C:25](O)=[O:26])=[CH:20][CH:19]=4)[CH2:14]3)[CH3:11])[C:4]=2[O:3][CH2:2]1.Cl.[NH2:29][CH2:30][CH2:31][S:32]([NH2:35])(=[O:34])=[O:33], predict the reaction product. The product is: [O:1]1[C:5]2[CH:6]=[CH:7][CH:8]=[C:9]([C@H:10]([NH:12][C@H:13]3[CH2:17][CH2:16][C@@H:15]([C:18]4[CH:23]=[CH:22][C:21]([CH2:24][C:25]([NH:29][CH2:30][CH2:31][S:32](=[O:34])(=[O:33])[NH2:35])=[O:26])=[CH:20][CH:19]=4)[CH2:14]3)[CH3:11])[C:4]=2[O:3][CH2:2]1. (6) Given the reactants C(Cl)(=O)[C:2](Cl)=[O:3].[Cl:7][C:8]1[CH:16]=[CH:15][CH:14]=[CH:13][C:9]=1[C:10]([NH2:12])=[O:11].[NH2:17][C:18]1[S:19][C:20]2[CH:26]=[C:25]([S:27][C:28]([CH3:52])([CH3:51])[CH2:29][N:30]([CH:48]([CH3:50])[CH3:49])[C:31](=[O:47])[O:32][CH2:33][CH:34]3[C:46]4[CH:45]=[CH:44][CH:43]=[CH:42][C:41]=4[C:40]4[C:35]3=[CH:36][CH:37]=[CH:38][CH:39]=4)[CH:24]=[CH:23][C:21]=2[N:22]=1, predict the reaction product. The product is: [Cl:7][C:8]1[CH:16]=[CH:15][CH:14]=[CH:13][C:9]=1[C:10]([NH:12][C:2](=[O:3])[NH:17][C:18]1[S:19][C:20]2[CH:26]=[C:25]([S:27][C:28]([CH3:51])([CH3:52])[CH2:29][N:30]([CH:48]([CH3:49])[CH3:50])[C:31](=[O:47])[O:32][CH2:33][CH:34]3[C:35]4[CH:36]=[CH:37][CH:38]=[CH:39][C:40]=4[C:41]4[C:46]3=[CH:45][CH:44]=[CH:43][CH:42]=4)[CH:24]=[CH:23][C:21]=2[N:22]=1)=[O:11]. (7) Given the reactants [F:1][C:2]([F:16])([F:15])[C:3]([NH:5][CH2:6][C:7]1[CH:12]=[CH:11][C:10]([CH2:13][OH:14])=[CH:9][CH:8]=1)=[O:4].[H-].[Na+].[NH2:19][C:20]1[N:25]=[C:24](Cl)[CH:23]=[C:22]([CH3:27])[N:21]=1.O, predict the reaction product. The product is: [NH2:19][C:20]1[N:21]=[C:22]([CH3:27])[CH:23]=[C:24]([O:14][CH2:13][C:10]2[CH:11]=[CH:12][C:7]([CH2:6][NH:5][C:3](=[O:4])[C:2]([F:15])([F:16])[F:1])=[CH:8][CH:9]=2)[N:25]=1. (8) The product is: [C:13]([CH:15]([C:20]1([C:2]2[CH:7]=[CH:6][CH:5]=[CH:4][N:3]=2)[CH2:29][C:24]2([CH2:25][CH2:26][CH2:27][CH2:28]2)[O:23][CH2:22][CH2:21]1)[C:16]([O:18][CH3:19])=[O:17])#[N:14]. Given the reactants Br[C:2]1[CH:7]=[CH:6][CH:5]=[CH:4][N:3]=1.C([Mg]Cl)(C)C.[C:13]([C:15](=[C:20]1[CH2:29][C:24]2([CH2:28][CH2:27][CH2:26][CH2:25]2)[O:23][CH2:22][CH2:21]1)[C:16]([O:18][CH3:19])=[O:17])#[N:14], predict the reaction product. (9) Given the reactants [CH3:1][C:2]1[N:3]2[C:7]([CH:8]=[CH:9][CH:10]=1)=[CH:6][C:5]([C:11]1[CH:16]=[CH:15][C:14]([O:17]C)=[CH:13][CH:12]=1)=[CH:4]2.Br, predict the reaction product. The product is: [CH3:1][C:2]1[N:3]2[C:7]([CH:8]=[CH:9][CH:10]=1)=[CH:6][C:5]([C:11]1[CH:16]=[CH:15][C:14]([OH:17])=[CH:13][CH:12]=1)=[CH:4]2.